Dataset: Catalyst prediction with 721,799 reactions and 888 catalyst types from USPTO. Task: Predict which catalyst facilitates the given reaction. (1) Reactant: [C:1]([O:5][C:6]([N:8]1[CH2:13][CH2:12][C:11]([F:15])([F:14])[CH:10]([CH2:16][OH:17])[CH2:9]1)=[O:7])([CH3:4])([CH3:3])[CH3:2].[H-].[Na+].[CH2:20]([C:24]1[N:25]=[N:26][C:27](Cl)=[CH:28][C:29]=1[C:30]1[CH:35]=[CH:34][C:33]([O:36][CH:37]2[CH2:42][CH2:41][CH2:40][CH2:39][CH2:38]2)=[CH:32][CH:31]=1)[CH2:21][CH2:22][CH3:23]. Product: [C:1]([O:5][C:6]([N:8]1[CH2:13][CH2:12][C:11]([F:14])([F:15])[CH:10]([CH2:16][O:17][C:27]2[N:26]=[N:25][C:24]([CH2:20][CH2:21][CH2:22][CH3:23])=[C:29]([C:30]3[CH:31]=[CH:32][C:33]([O:36][CH:37]4[CH2:42][CH2:41][CH2:40][CH2:39][CH2:38]4)=[CH:34][CH:35]=3)[CH:28]=2)[CH2:9]1)=[O:7])([CH3:4])([CH3:3])[CH3:2]. The catalyst class is: 1. (2) Reactant: Cl[CH2:2][C:3]1[N:4]=[C:5]([C:9]2[CH:14]=[CH:13][CH:12]=[CH:11][CH:10]=2)[O:6][C:7]=1[CH3:8].[OH:15][C:16]1[CH:21]=[CH:20][C:19]([C:22]([C:24]2[CH:29]=[CH:28][CH:27]=[C:26]([O:30][CH3:31])[C:25]=2[O:32][CH2:33][O:34][CH3:35])=[O:23])=[CH:18][CH:17]=1.C(=O)([O-])[O-].[K+].[K+].CN(C)C=O. Product: [CH3:31][O:30][C:26]1[C:25]([O:32][CH2:33][O:34][CH3:35])=[C:24]([C:22]([C:19]2[CH:20]=[CH:21][C:16]([O:15][CH2:2][C:3]3[N:4]=[C:5]([C:9]4[CH:14]=[CH:13][CH:12]=[CH:11][CH:10]=4)[O:6][C:7]=3[CH3:8])=[CH:17][CH:18]=2)=[O:23])[CH:29]=[CH:28][CH:27]=1. The catalyst class is: 6. (3) Reactant: [F:1][C:2]1[CH:7]=[CH:6][CH:5]=[CH:4][C:3]=1[C:8](=O)[CH2:9][O:10][CH:11]([CH:33]=[CH2:34])[CH2:12][O:13][C:14]([C:27]1[CH:32]=[CH:31][CH:30]=[CH:29][CH:28]=1)([C:21]1[CH:26]=[CH:25][CH:24]=[CH:23][CH:22]=1)[C:15]1[CH:20]=[CH:19][CH:18]=[CH:17][CH:16]=1.C([O-])(=O)C.[Na+].Cl.[NH2:42][OH:43]. Product: [F:1][C:2]1[CH:7]=[CH:6][CH:5]=[CH:4][C:3]=1[C:8]12[CH2:9][O:10][CH:11]([CH2:12][O:13][C:14]([C:27]3[CH:32]=[CH:31][CH:30]=[CH:29][CH:28]=3)([C:21]3[CH:26]=[CH:25][CH:24]=[CH:23][CH:22]=3)[C:15]3[CH:20]=[CH:19][CH:18]=[CH:17][CH:16]=3)[CH:33]1[CH2:34][O:43][NH:42]2. The catalyst class is: 11.